This data is from Reaction yield outcomes from USPTO patents with 853,638 reactions. The task is: Predict the reaction yield, written as a fraction of the theoretical maximum amount of product (1.0 means a 100% yield; for example, 0.34 means a 34% yield). (1) The reactants are [CH2:1]([O:8][C:9]1[CH:14]=[CH:13][C:12]([C:15]2[CH:20]=[CH:19][C:18]([C:21]3[CH:26]=[CH:25][C:24]([OH:27])=[CH:23][CH:22]=3)=[C:17]([F:28])[CH:16]=2)=[CH:11][CH:10]=1)[C:2]1[CH:7]=[CH:6][CH:5]=[CH:4][CH:3]=1.C(=O)([O-])[O-].[K+].[K+].Cl[CH:36]([CH3:40])[C:37](=[O:39])[CH3:38].O. The catalyst is CN(C=O)C. The product is [CH2:1]([O:8][C:9]1[CH:10]=[CH:11][C:12]([C:15]2[CH:20]=[CH:19][C:18]([C:21]3[CH:22]=[CH:23][C:24]([O:27][CH:36]([CH3:40])[C:37](=[O:39])[CH3:38])=[CH:25][CH:26]=3)=[C:17]([F:28])[CH:16]=2)=[CH:13][CH:14]=1)[C:2]1[CH:3]=[CH:4][CH:5]=[CH:6][CH:7]=1. The yield is 0.864. (2) The product is [NH2:32][C:37]1[CH:36]=[CH:35][C:34]([O:31][C:29]([O:12][C@H:7]([C:3]2[CH:2]=[C:1]([C:13]3[CH:18]=[CH:17][CH:16]=[CH:15][CH:14]=3)[CH:6]=[CH:5][CH:4]=2)[C:8]([CH3:10])([CH3:11])[CH3:9])=[O:30])=[CH:33][CH:39]=1. The yield is 0.510. The reactants are [C:1]1([C:13]2[CH:18]=[CH:17][CH:16]=[CH:15][CH:14]=2)[CH:6]=[CH:5][CH:4]=[C:3]([CH:7]([OH:12])[C:8]([CH3:11])([CH3:10])[CH3:9])[CH:2]=1.C1C([N+]([O-])=O)=CC=C([Cl-][C:29]([O-:31])=[O:30])C=1.[N:32]1[CH:37]=[CH:36][CH:35]=[CH:34][CH:33]=1.Cl[CH2:39]CCl. The catalyst is C(OCC)(=O)C. (3) The reactants are BrCCBr.Cl[Si](C)(C)C.I[CH:11]1[CH2:14][N:13]([C:15]([O:17][C:18]([CH3:21])([CH3:20])[CH3:19])=[O:16])[CH2:12]1.[Cl:22][C:23]1[C:28]([Cl:29])=[CH:27][C:26]([C:30](=[O:32])[CH3:31])=[C:25]([O:33][CH3:34])[C:24]=1I. The catalyst is CN(C=O)C.[Zn].C1C=CC(/C=C/C(/C=C/C2C=CC=CC=2)=O)=CC=1.C1C=CC(/C=C/C(/C=C/C2C=CC=CC=2)=O)=CC=1.C1C=CC(/C=C/C(/C=C/C2C=CC=CC=2)=O)=CC=1.[Pd].[Pd].O1C=CC=C1P(C1OC=CC=1)C1OC=CC=1. The product is [C:30]([C:26]1[C:25]([O:33][CH3:34])=[C:24]([CH:11]2[CH2:14][N:13]([C:15]([O:17][C:18]([CH3:21])([CH3:20])[CH3:19])=[O:16])[CH2:12]2)[C:23]([Cl:22])=[C:28]([Cl:29])[CH:27]=1)(=[O:32])[CH3:31]. The yield is 0.770. (4) The reactants are [CH2:1]([O:8][CH2:9][C@@H:10]([OH:20])[C@H:11]([C:13]1[CH:18]=[CH:17][CH:16]=[CH:15][C:14]=1[Cl:19])[OH:12])[C:2]1[CH:7]=[CH:6][CH:5]=[CH:4][CH:3]=1.[CH2:21](OCC(O)C(C1C=CC=CC=1Cl)O)[C:22]1C=CC=C[CH:23]=1. No catalyst specified. The product is [CH2:1]([O:8][CH2:9][C@H:10]1[C@@H:11]([C:13]2[CH:18]=[CH:17][CH:16]=[CH:15][C:14]=2[Cl:19])[O:12][C:22]([CH3:23])([CH3:21])[O:20]1)[C:2]1[CH:3]=[CH:4][CH:5]=[CH:6][CH:7]=1. The yield is 0.850.